Task: Predict the reactants needed to synthesize the given product.. Dataset: Full USPTO retrosynthesis dataset with 1.9M reactions from patents (1976-2016) (1) Given the product [CH3:3][C:2]([C:8]1[CH:9]=[C:10]2[C:15](=[C:16]([C:18]3[CH:23]=[CH:22][CH:21]=[C:20]([C:24]4[S:28][C:27]([C:29]5[O:58][N:57]=[C:54]([CH3:55])[N:56]=5)=[N:26][C:25]=4[C:32]4[CH:33]=[CH:34][C:35]([S:38]([CH3:41])(=[O:39])=[O:40])=[CH:36][CH:37]=4)[CH:19]=3)[CH:17]=1)[N:14]=[CH:13][CH:12]=[CH:11]2)([S:4]([CH3:7])(=[O:5])=[O:6])[CH3:1], predict the reactants needed to synthesize it. The reactants are: [CH3:1][C:2]([C:8]1[CH:9]=[C:10]2[C:15](=[C:16]([C:18]3[CH:19]=[C:20]([C:24]4[S:28][C:27]([C:29](O)=O)=[N:26][C:25]=4[C:32]4[CH:37]=[CH:36][C:35]([S:38]([CH3:41])(=[O:40])=[O:39])=[CH:34][CH:33]=4)[CH:21]=[CH:22][CH:23]=3)[CH:17]=1)[N:14]=[CH:13][CH:12]=[CH:11]2)([S:4]([CH3:7])(=[O:6])=[O:5])[CH3:3].C1N=CN(C(N2C=NC=C2)=O)C=1.[C:54](=[N:57][OH:58])([NH2:56])[CH3:55].O. (2) Given the product [CH3:27][CH:26]1[N:25]([CH2:24][C:18]2[CH:23]=[CH:22][CH:21]=[CH:20][CH:19]=2)[C:16](=[S:17])[N:15]([C:12]2[CH:13]=[CH:14][C:9]([O:8][CH2:7][C:1]3[CH:2]=[CH:3][CH:4]=[CH:5][CH:6]=3)=[CH:10][CH:11]=2)[C:28]1=[O:29], predict the reactants needed to synthesize it. The reactants are: [C:1]1([CH2:7][O:8][C:9]2[CH:14]=[CH:13][C:12]([N:15]=[C:16]=[S:17])=[CH:11][CH:10]=2)[CH:6]=[CH:5][CH:4]=[CH:3][CH:2]=1.[C:18]1([CH2:24][NH:25][C@H:26]([C:28](O)=[O:29])[CH3:27])[CH:23]=[CH:22][CH:21]=[CH:20][CH:19]=1. (3) Given the product [C:19]([O:18][C:16]([NH:15][CH:9]1[C:8]2[C:13](=[CH:14][C:5]([C:3]([OH:4])=[O:2])=[C:6]([Cl:23])[CH:7]=2)[S:12][CH2:11][CH2:10]1)=[O:17])([CH3:22])([CH3:20])[CH3:21], predict the reactants needed to synthesize it. The reactants are: C[O:2][C:3]([C:5]1[CH:14]=[C:13]2[C:8]([CH:9]([NH:15][C:16]([O:18][C:19]([CH3:22])([CH3:21])[CH3:20])=[O:17])[CH2:10][CH2:11][S:12]2)=[CH:7][C:6]=1[Cl:23])=[O:4].C(=O)([O-])[O-].[K+].[K+]. (4) Given the product [Cl:7][C:8]1[CH:9]=[CH:10][C:11]([OH:30])=[C:12]([C:28]=1[CH3:29])[CH:13]([OH:14])[C:15]1[C:20]([CH3:21])=[CH:19][C:18]([O:22][CH3:23])=[C:17]([O:24][CH3:25])[C:16]=1[O:26][CH3:27], predict the reactants needed to synthesize it. The reactants are: [H-].[H-].[H-].[H-].[Li+].[Al+3].[Cl:7][C:8]1[CH:9]=[CH:10][C:11]([OH:30])=[C:12]([C:28]=1[CH3:29])[C:13]([C:15]1[C:20]([CH3:21])=[CH:19][C:18]([O:22][CH3:23])=[C:17]([O:24][CH3:25])[C:16]=1[O:26][CH3:27])=[O:14].Cl. (5) Given the product [C:1]([C:2]1[CH:7]=[CH:6][N:5]=[C:4]([C:8]2[CH:13]=[C:12]([CH3:14])[CH:11]=[CH:10][N:9]=2)[CH:3]=1)([OH:16])=[O:18], predict the reactants needed to synthesize it. The reactants are: [CH3:1][C:2]1[CH:7]=[CH:6][N:5]=[C:4]([C:8]2[CH:13]=[C:12]([CH3:14])[CH:11]=[CH:10][N:9]=2)[CH:3]=1.[Se](=O)=[O:16].[OH-:18].[Na+]. (6) Given the product [CH3:1][N:2]1[CH:6]=[C:5]([C:7]2[CH:12]=[CH:11][C:10]([C:13]3[C:22]4[C:17](=[CH:18][CH:19]=[C:20]([N:23]5[C:25](=[O:24])[CH2:26][CH2:27][C:28]5=[O:29])[CH:21]=4)[CH:16]=[N:15][CH:14]=3)=[CH:9][CH:8]=2)[CH:4]=[N:3]1, predict the reactants needed to synthesize it. The reactants are: [CH3:1][N:2]1[CH:6]=[C:5]([C:7]2[CH:12]=[CH:11][C:10]([C:13]3[C:22]4[C:17](=[CH:18][CH:19]=[C:20]([NH2:23])[CH:21]=4)[CH:16]=[N:15][CH:14]=3)=[CH:9][CH:8]=2)[CH:4]=[N:3]1.[O:24]1[C:28](=[O:29])[CH2:27][CH2:26][C:25]1=O.C(N(CC)CC)C.